From a dataset of Forward reaction prediction with 1.9M reactions from USPTO patents (1976-2016). Predict the product of the given reaction. Given the reactants [CH3:1][S:2]([C:5]1[CH:10]=[CH:9][C:8](Br)=[CH:7][CH:6]=1)(=[O:4])=[O:3].C(P(C(C)(C)C)C1C=CC=CC=1C1C=CC=CC=1)(C)(C)C.P([O-])([O-])([O-])=O.[K+].[K+].[K+].[CH3:41][O:42][C:43](=[O:55])[C:44]1[CH:49]=[C:48]([OH:50])[CH:47]=[C:46]([O:51][CH2:52][O:53][CH3:54])[CH:45]=1, predict the reaction product. The product is: [CH3:41][O:42][C:43](=[O:55])[C:44]1[CH:45]=[C:46]([O:51][CH2:52][O:53][CH3:54])[CH:47]=[C:48]([O:50][C:8]2[CH:9]=[CH:10][C:5]([S:2]([CH3:1])(=[O:4])=[O:3])=[CH:6][CH:7]=2)[CH:49]=1.